This data is from Forward reaction prediction with 1.9M reactions from USPTO patents (1976-2016). The task is: Predict the product of the given reaction. (1) Given the reactants [Cl:1][C:2]1[CH:3]=[C:4]([N:12]([C@H:15]2[CH2:20][CH2:19][C@H:18]([N:21]([CH3:23])[CH3:22])[CH2:17][CH2:16]2)[CH2:13][CH3:14])[C:5]([CH3:11])=[C:6]([CH:10]=1)[C:7](O)=[O:8].[CH2:24]([N:26]1[C:30]([CH3:31])=[C:29]([CH2:32][NH2:33])[C:28]([O:34][CH3:35])=[N:27]1)[CH3:25].C(N(CC)CC)C.C1CN([P+](ON2N=NC3C=CC=CC2=3)(N2CCCC2)N2CCCC2)CC1.F[P-](F)(F)(F)(F)F, predict the reaction product. The product is: [Cl:1][C:2]1[CH:3]=[C:4]([N:12]([C@H:15]2[CH2:20][CH2:19][C@H:18]([N:21]([CH3:22])[CH3:23])[CH2:17][CH2:16]2)[CH2:13][CH3:14])[C:5]([CH3:11])=[C:6]([CH:10]=1)[C:7]([NH:33][CH2:32][C:29]1[C:28]([O:34][CH3:35])=[N:27][N:26]([CH2:24][CH3:25])[C:30]=1[CH3:31])=[O:8]. (2) The product is: [OH:2][CH2:1][CH2:3][NH:4][CH2:10][CH2:11][C:12]1[CH:13]=[CH:14][CH:15]=[C:16]2[C:20]=1[NH:19][CH:18]=[CH:17]2. Given the reactants [CH2:1]([CH2:3][NH2:4])[OH:2].CS(O[CH2:10][CH2:11][C:12]1[CH:13]=[CH:14][CH:15]=[C:16]2[C:20]=1[NH:19][CH:18]=[CH:17]2)(=O)=O, predict the reaction product. (3) The product is: [CH2:1]([O:8][C:9]1[CH:10]=[CH:11][C:12]([O:25][CH:26]([CH3:28])[CH3:27])=[C:13]([C:15]2[NH:24][C:18]3=[N:19][C:20]([C:29]#[N:31])=[CH:21][CH:22]=[C:17]3[N:16]=2)[CH:14]=1)[C:2]1[CH:7]=[CH:6][CH:5]=[CH:4][CH:3]=1. Given the reactants [CH2:1]([O:8][C:9]1[CH:10]=[CH:11][C:12]([O:25][CH:26]([CH3:28])[CH3:27])=[C:13]([C:15]2[NH:24][C:18]3=[N+:19]([O-])[CH:20]=[CH:21][CH:22]=[C:17]3[N:16]=2)[CH:14]=1)[C:2]1[CH:7]=[CH:6][CH:5]=[CH:4][CH:3]=1.[CH2:29]([N:31](CC)CC)C.C[Si](C#N)(C)C, predict the reaction product. (4) Given the reactants [C:1]([C:3]1[CH:12]=[CH:11][C:6]([C:7]([O:9][CH3:10])=[O:8])=[C:5]([CH3:13])[CH:4]=1)#[N:2].C1C(=O)N([Br:21])C(=O)C1.CCCCCC, predict the reaction product. The product is: [Br:21][CH2:13][C:5]1[CH:4]=[C:3]([C:1]#[N:2])[CH:12]=[CH:11][C:6]=1[C:7]([O:9][CH3:10])=[O:8]. (5) Given the reactants [CH3:1][C:2]1([CH3:28])[CH2:7][C:6](=[O:8])[N:5]([CH2:9][CH2:10][C:11]2[CH:16]=[CH:15][C:14]([O:17][C:18]([N:20]3[CH2:25][CH2:24][CH:23]([OH:26])[CH2:22][CH2:21]3)=[O:19])=[CH:13][CH:12]=2)[C:4](=[O:27])[CH2:3]1.[CH2:29]([O:32][C:33](=[O:41])[C:34]1[CH:39]=[CH:38][C:37](O)=[CH:36][CH:35]=1)[CH:30]=[CH2:31].C1(P(C2C=CC=CC=2)C2C=CC=CC=2)C=CC=CC=1.CCOC(/N=N/C(OCC)=O)=O.C(P(CCCC)CCCC)CCC.C1CCN(C(N=NC(N2CCCCC2)=O)=O)CC1, predict the reaction product. The product is: [CH3:1][C:2]1([CH3:28])[CH2:7][C:6](=[O:8])[N:5]([CH2:9][CH2:10][C:11]2[CH:12]=[CH:13][C:14]([O:17][C:18]([N:20]3[CH2:21][CH2:22][CH:23]([O:26][C:37]4[CH:38]=[CH:39][C:34]([C:33]([O:32][CH2:29][CH:30]=[CH2:31])=[O:41])=[CH:35][CH:36]=4)[CH2:24][CH2:25]3)=[O:19])=[CH:15][CH:16]=2)[C:4](=[O:27])[CH2:3]1. (6) Given the reactants [C:1]([C:3]1[C:11]2[C:6](=[CH:7][C:8]([C:12]3[CH:17]=[CH:16][C:15]([NH:18][C:19]([NH:21][C:22]4[CH:27]=[CH:26][CH:25]=[C:24]([F:28])[CH:23]=4)=[O:20])=[CH:14][CH:13]=3)=[CH:9][CH:10]=2)[N:5]([CH2:29][O:30][CH2:31][CH2:32][Si:33]([CH3:36])([CH3:35])[CH3:34])[N:4]=1)#[CH:2].C[Si]([N:41]=[N+:42]=[N-:43])(C)C, predict the reaction product. The product is: [NH:41]1[C:1]([C:3]2[C:11]3[C:6](=[CH:7][C:8]([C:12]4[CH:13]=[CH:14][C:15]([NH:18][C:19]([NH:21][C:22]5[CH:27]=[CH:26][CH:25]=[C:24]([F:28])[CH:23]=5)=[O:20])=[CH:16][CH:17]=4)=[CH:9][CH:10]=3)[N:5]([CH2:29][O:30][CH2:31][CH2:32][Si:33]([CH3:34])([CH3:36])[CH3:35])[N:4]=2)=[CH:2][N:43]=[N:42]1. (7) The product is: [CH3:1][O:2][C:3]1[CH:19]=[CH:18][C:6]([CH2:7][N:8]2[CH2:9][C:10]3[C:11](=[CH:12][CH:13]=[C:14]([Cl:16])[CH:15]=3)[N:33]([CH2:26][C:27]3[CH:32]=[CH:31][CH:30]=[CH:29][CH:28]=3)[C:34]2=[O:35])=[CH:5][CH:4]=1. Given the reactants [CH3:1][O:2][C:3]1[CH:19]=[CH:18][C:6]([CH2:7][NH:8][CH2:9][C:10]2[CH:15]=[C:14]([Cl:16])[CH:13]=[CH:12][C:11]=2Br)=[CH:5][CH:4]=1.C([O-])([O-])=O.[K+].[K+].[CH2:26]([N:33]=[C:34]=[O:35])[C:27]1[CH:32]=[CH:31][CH:30]=[CH:29][CH:28]=1, predict the reaction product. (8) Given the reactants Br[C:2]1[CH:7]=[CH:6][C:5]([CH:8]([C:19]2[CH:24]=[CH:23][CH:22]=[CH:21][C:20]=2[CH3:25])[CH2:9][C:10]([C:12]2[CH:17]=[CH:16][N:15]=[C:14]([CH3:18])[CH:13]=2)=[O:11])=[CH:4][CH:3]=1.[F:26][C:27]1[CH:28]=[C:29](B(O)O)[CH:30]=[CH:31][C:32]=1[C:33]([O:35][CH3:36])=[O:34], predict the reaction product. The product is: [CH3:36][O:35][C:33]([C:32]1[CH:31]=[CH:30][C:29]([C:2]2[CH:3]=[CH:4][C:5]([CH:8]([C:19]3[CH:24]=[CH:23][CH:22]=[CH:21][C:20]=3[CH3:25])[CH2:9][C:10]([C:12]3[CH:17]=[CH:16][N:15]=[C:14]([CH3:18])[CH:13]=3)=[O:11])=[CH:6][CH:7]=2)=[CH:28][C:27]=1[F:26])=[O:34]. (9) Given the reactants Br[C:2]1[CH:7]=[CH:6][N:5]=[C:4]([Cl:8])[CH:3]=1.[C:9](=[O:13])([O:11][CH3:12])[NH2:10].C1(P(C2CCCCC2)C2C=CC=CC=2C2C(C(C)C)=CC(C(C)C)=CC=2C(C)C)CCCCC1.C(=O)([O-])[O-].[Cs+].[Cs+].C(=O)([O-])O.[Na+], predict the reaction product. The product is: [Cl:8][C:4]1[CH:3]=[C:2]([NH:10][C:9](=[O:13])[O:11][CH3:12])[CH:7]=[CH:6][N:5]=1. (10) Given the reactants [C:1]([C:3]1[C:4]([CH3:16])=[C:5]2[C:9](=[CH:10][CH:11]=1)[CH2:8][CH:7]([C:12]([O:14]C)=[O:13])[CH2:6]2)#[N:2].[OH-].[Na+], predict the reaction product. The product is: [C:1]([C:3]1[C:4]([CH3:16])=[C:5]2[C:9](=[CH:10][CH:11]=1)[CH2:8][CH:7]([C:12]([OH:14])=[O:13])[CH2:6]2)#[N:2].